The task is: Predict which catalyst facilitates the given reaction.. This data is from Catalyst prediction with 721,799 reactions and 888 catalyst types from USPTO. (1) Reactant: [Cl:1][C:2]1[CH:7]=[CH:6][C:5]([NH2:8])=[CH:4][C:3]=1[C:9]1[CH:14]=[CH:13][N:12]=[CH:11][C:10]=1[F:15].C(=O)(O)[O-].[Na+].[C:21](Cl)(Cl)=[S:22]. Product: [Cl:1][C:2]1[CH:7]=[CH:6][C:5]([N:8]=[C:21]=[S:22])=[CH:4][C:3]=1[C:9]1[CH:14]=[CH:13][N:12]=[CH:11][C:10]=1[F:15]. The catalyst class is: 21. (2) Reactant: Br[C:2]1[CH:3]=[CH:4][C:5]2[S:9](=[O:11])(=[O:10])[N:8]([CH2:12][CH2:13][S:14]([CH3:16])=[O:15])[CH2:7][C:6]=2[CH:17]=1.[F:18][C:19]1[CH:27]=[C:26]2[C:22]([C:23](B3OC(C)(C)C(C)(C)O3)=[CH:24][N:25]2[C:28]([O:30][C:31]([CH3:34])([CH3:33])[CH3:32])=[O:29])=[CH:21][CH:20]=1.[O-]P([O-])([O-])=O.[K+].[K+].[K+]. Product: [C:31]([O:30][C:28]([N:25]1[C:26]2[C:22](=[CH:21][CH:20]=[C:19]([F:18])[CH:27]=2)[C:23]([C:2]2[CH:3]=[CH:4][C:5]3[S:9](=[O:11])(=[O:10])[N:8]([CH2:12][CH2:13][S:14]([CH3:16])=[O:15])[CH2:7][C:6]=3[CH:17]=2)=[CH:24]1)=[O:29])([CH3:34])([CH3:32])[CH3:33]. The catalyst class is: 38.